From a dataset of Reaction yield outcomes from USPTO patents with 853,638 reactions. Predict the reaction yield, written as a fraction of the theoretical maximum amount of product (1.0 means a 100% yield; for example, 0.34 means a 34% yield). (1) The catalyst is C(O)C. The product is [CH2:28]([O:27][C@@H:7]([CH2:8][C:9]1[CH:14]=[CH:13][C:12]([O:15][CH2:16]/[CH:17]=[CH:18]/[C:19]#[C:20][C:21]2[CH:22]=[CH:23][CH:24]=[CH:25][CH:26]=2)=[CH:11][CH:10]=1)[C:6]([OH:30])=[O:5])[CH3:29]. The reactants are [OH-].[Na+].C([O:5][C:6](=[O:30])[C@@H:7]([O:27][CH2:28][CH3:29])[CH2:8][C:9]1[CH:14]=[CH:13][C:12]([O:15][CH2:16]/[CH:17]=[CH:18]/[C:19]#[C:20][C:21]2[CH:26]=[CH:25][CH:24]=[CH:23][CH:22]=2)=[CH:11][CH:10]=1)C. The yield is 0.540. (2) The reactants are [C:1]([C:3]1[C:4](=[O:20])[NH:5][C:6](=[O:19])[N:7]([C:9]2[CH:10]=[C:11]([NH:15][C:16](=[O:18])[CH3:17])[CH:12]=[CH:13][CH:14]=2)[N:8]=1)#[N:2].[Cl:21][C:22]1[CH:29]=[CH:28][C:25]([CH2:26]Br)=[CH:24][CH:23]=1.C(=O)([O-])[O-].[K+].[K+].O. The catalyst is CC#N. The product is [Cl:21][C:22]1[CH:29]=[CH:28][C:25]([CH2:26][N:5]2[C:4](=[O:20])[C:3]([C:1]#[N:2])=[N:8][N:7]([C:9]3[CH:10]=[C:11]([NH:15][C:16](=[O:18])[CH3:17])[CH:12]=[CH:13][CH:14]=3)[C:6]2=[O:19])=[CH:24][CH:23]=1. The yield is 0.630. (3) The reactants are [CH3:1][O:2][C:3](=[O:17])[CH2:4][N:5]1[C:13]2[C:8](=[CH:9][C:10]([O:14]C)=[CH:11][CH:12]=2)[CH:7]=[C:6]1[CH3:16].COC1C=C2C(=CC=1)NC(C)=C2.BrCC(OC)=O.B(Br)(Br)Br. The catalyst is C(Cl)Cl. The product is [CH3:1][O:2][C:3](=[O:17])[CH2:4][N:5]1[C:13]2[C:8](=[CH:9][C:10]([OH:14])=[CH:11][CH:12]=2)[CH:7]=[C:6]1[CH3:16]. The yield is 0.390.